Dataset: Peptide-MHC class I binding affinity with 185,985 pairs from IEDB/IMGT. Task: Regression. Given a peptide amino acid sequence and an MHC pseudo amino acid sequence, predict their binding affinity value. This is MHC class I binding data. (1) The peptide sequence is FPNITLKII. The MHC is HLA-B54:01 with pseudo-sequence HLA-B54:01. The binding affinity (normalized) is 0.603. (2) The peptide sequence is DISEMGANFR. The MHC is HLA-A33:01 with pseudo-sequence HLA-A33:01. The binding affinity (normalized) is 0.497. (3) The peptide sequence is VPLVQQQQFL. The MHC is HLA-B54:01 with pseudo-sequence HLA-B54:01. The binding affinity (normalized) is 0. (4) The peptide sequence is ALSPVLPPM. The MHC is HLA-A02:01 with pseudo-sequence HLA-A02:01. The binding affinity (normalized) is 0.685. (5) The peptide sequence is HQIWLALRY. The MHC is HLA-A02:16 with pseudo-sequence HLA-A02:16. The binding affinity (normalized) is 0.0847.